This data is from NCI-60 drug combinations with 297,098 pairs across 59 cell lines. The task is: Regression. Given two drug SMILES strings and cell line genomic features, predict the synergy score measuring deviation from expected non-interaction effect. Drug 1: CN(C)N=NC1=C(NC=N1)C(=O)N. Drug 2: C1=C(C(=O)NC(=O)N1)N(CCCl)CCCl. Cell line: HOP-92. Synergy scores: CSS=36.4, Synergy_ZIP=3.95, Synergy_Bliss=3.73, Synergy_Loewe=-1.78, Synergy_HSA=4.60.